From a dataset of Reaction yield outcomes from USPTO patents with 853,638 reactions. Predict the reaction yield, written as a fraction of the theoretical maximum amount of product (1.0 means a 100% yield; for example, 0.34 means a 34% yield). (1) The reactants are C(OC([N:11]1[CH2:17][CH2:16][C:15]2[CH:18]=[CH:19][C:20]([NH:22][S:23]([C:26]3[CH:31]=[CH:30][C:29]([C:32]4[CH:37]=[CH:36][CH:35]=[CH:34][CH:33]=4)=[CH:28][CH:27]=3)(=[O:25])=[O:24])=[CH:21][C:14]=2[CH2:13][CH2:12]1)=O)C1C=CC=CC=1. The catalyst is CO.[Pd]. The product is [C:29]1([C:32]2[CH:33]=[CH:34][CH:35]=[CH:36][CH:37]=2)[CH:30]=[CH:31][C:26]([S:23]([NH:22][C:20]2[CH:19]=[CH:18][C:15]3[CH2:16][CH2:17][NH:11][CH2:12][CH2:13][C:14]=3[CH:21]=2)(=[O:25])=[O:24])=[CH:27][CH:28]=1. The yield is 0.570. (2) The reactants are [CH3:1][C:2]([N:6]1[C:18]2[CH:17]=[CH:16][CH:15]=[CH:14][C:13]=2[C:12]2[C:7]1=[CH:8][CH:9]=[CH:10][CH:11]=2)([C:4]#[CH:5])[CH3:3].N1C2C(=CC=CC=2)C=CC=1. The catalyst is [Pd].C1C=CC=CC=1. The product is [CH3:3][C:2]([N:6]1[C:18]2[CH:17]=[CH:16][CH:15]=[CH:14][C:13]=2[C:12]2[C:7]1=[CH:8][CH:9]=[CH:10][CH:11]=2)([CH:4]=[CH2:5])[CH3:1]. The yield is 0.960. (3) The reactants are N=C=N.[CH3:4][O:5][C:6]1[C:11]([C:12]([OH:14])=O)=[CH:10][C:9]([C:15]([NH2:17])=[O:16])=[CH:8][CH:7]=1.O.N1(O)C2C=CC=CC=2N=N1.[Br:29][C:30]1[CH:36]=[CH:35][C:33]([NH2:34])=[C:32]([F:37])[CH:31]=1.C([NH+](CC)CC)C.C(=O)([O-])[O-]. The catalyst is CN(C)C=O. The product is [Br:29][C:30]1[CH:36]=[CH:35][C:33]([NH:34][C:12](=[O:14])[C:11]2[CH:10]=[C:9]([CH:8]=[CH:7][C:6]=2[O:5][CH3:4])[C:15]([NH2:17])=[O:16])=[C:32]([F:37])[CH:31]=1. The yield is 0.220. (4) The reactants are [F:1][C:2]1[CH:32]=[CH:31][CH:30]=[C:29]([F:33])[C:3]=1[CH2:4][N:5]1[C:10](=[O:11])[CH:9]=[CH:8][C:7]([CH2:12][C:13]2[C:21]3[C:16](=[CH:17][CH:18]=[C:19]([F:22])[CH:20]=3)[N:15]([CH2:23][C:24]([O:26]C)=[O:25])[C:14]=2[CH3:28])=[CH:6]1.O.[OH-].[Li+]. No catalyst specified. The product is [F:33][C:29]1[CH:30]=[CH:31][CH:32]=[C:2]([F:1])[C:3]=1[CH2:4][N:5]1[C:10](=[O:11])[CH:9]=[CH:8][C:7]([CH2:12][C:13]2[C:21]3[C:16](=[CH:17][CH:18]=[C:19]([F:22])[CH:20]=3)[N:15]([CH2:23][C:24]([OH:26])=[O:25])[C:14]=2[CH3:28])=[CH:6]1. The yield is 0.600. (5) The reactants are C(OC(=O)N(CC)CC1C=NC=C(C2C=C3C(=CC=2)N(C2CCCCO2)N=C3C=O)C=1C)(C)(C)C.CC(=O)C(=O)CC.C([O-])(=O)C.[NH4+].[C:48]([O:52][C:53](=[O:89])[N:54]([CH2:87][CH3:88])[CH2:55][C:56]1[CH:57]=[N:58][CH:59]=[C:60]([C:63]2[CH:64]=[C:65]3[C:69](=[CH:70][CH:71]=2)[N:68]([CH:72]2[CH2:77][CH2:76][CH2:75][CH2:74][O:73]2)[N:67]=[C:66]3[C:78]2[NH:82][C:81]3[CH2:83]C[CH2:85][CH2:86][C:80]=3[N:79]=2)[C:61]=1[CH3:62])([CH3:51])([CH3:50])[CH3:49]. No catalyst specified. The product is [C:48]([O:52][C:53](=[O:89])[N:54]([CH2:87][CH3:88])[CH2:55][C:56]1[CH:57]=[N:58][CH:59]=[C:60]([C:63]2[CH:64]=[C:65]3[C:69](=[CH:70][CH:71]=2)[N:68]([CH:72]2[CH2:77][CH2:76][CH2:75][CH2:74][O:73]2)[N:67]=[C:66]3[C:78]2[NH:82][C:81]([CH3:83])=[C:80]([CH2:86][CH3:85])[N:79]=2)[C:61]=1[CH3:62])([CH3:51])([CH3:50])[CH3:49]. The yield is 0.420. (6) The reactants are [F:1][C:2]1[CH:3]=[C:4]([N:8]2[CH:12]=[C:11]([C:13]([OH:15])=O)[C:10]([C:16]([F:19])([F:18])[F:17])=[N:9]2)[CH:5]=[CH:6][CH:7]=1.CCN=C=NCCCN(C)C.Cl.C1C=CC2N(O)N=NC=2C=1.O.Cl.[NH2:44][CH2:45][CH2:46][NH:47][C:48]([C@H:50]1[CH2:55][CH2:54][C@H:53]([C:56](=[O:63])[C:57]2[CH:62]=[CH:61][CH:60]=[CH:59][CH:58]=2)[CH2:52][CH2:51]1)=[O:49].CCN(C(C)C)C(C)C. The catalyst is CN(C=O)C. The product is [C:56]([C@H:53]1[CH2:52][CH2:51][C@H:50]([C:48]([NH:47][CH2:46][CH2:45][NH:44][C:13]([C:11]2[C:10]([C:16]([F:19])([F:18])[F:17])=[N:9][N:8]([C:4]3[CH:5]=[CH:6][CH:7]=[C:2]([F:1])[CH:3]=3)[CH:12]=2)=[O:15])=[O:49])[CH2:55][CH2:54]1)(=[O:63])[C:57]1[CH:62]=[CH:61][CH:60]=[CH:59][CH:58]=1. The yield is 0.440. (7) The reactants are C([Li])CCC.Br[C:7]1[CH:8]=[C:9]2[C:14](=[CH:15][CH:16]=1)[N:13]=[C:12]([O:17][CH3:18])[CH:11]=[C:10]2[C:19]1[CH:24]=[CH:23][CH:22]=[C:21]([Cl:25])[CH:20]=1.[CH2:26]([N:30]1[C:34]([C:35]([C:37]2[CH:42]=[CH:41][C:40]([Cl:43])=[CH:39][CH:38]=2)=[O:36])=[CH:33][N:32]=[CH:31]1)[CH2:27][CH2:28][CH3:29].O. The catalyst is CCCCCC.C1COCC1. The product is [CH2:26]([N:30]1[C:34]([C:35]([C:37]2[CH:38]=[CH:39][C:40]([Cl:43])=[CH:41][CH:42]=2)([C:7]2[CH:8]=[C:9]3[C:14](=[CH:15][CH:16]=2)[N:13]=[C:12]([O:17][CH3:18])[CH:11]=[C:10]3[C:19]2[CH:24]=[CH:23][CH:22]=[C:21]([Cl:25])[CH:20]=2)[OH:36])=[CH:33][N:32]=[CH:31]1)[CH2:27][CH2:28][CH3:29]. The yield is 0.480.